From a dataset of Forward reaction prediction with 1.9M reactions from USPTO patents (1976-2016). Predict the product of the given reaction. (1) The product is: [OH:26][CH2:25][CH2:24][CH2:23][NH:22][C:3]1[C:2]([C:31]2[CH:32]=[N:27][CH:28]=[N:29][CH:30]=2)=[CH:21][C:6]([C:7]([NH:9][C:10]2[CH:15]=[CH:14][C:13]([O:16][C:17]([F:20])([F:19])[F:18])=[CH:12][CH:11]=2)=[O:8])=[CH:5][N:4]=1. Given the reactants Br[C:2]1[C:3]([NH:22][CH2:23][CH2:24][CH2:25][OH:26])=[N:4][CH:5]=[C:6]([CH:21]=1)[C:7]([NH:9][C:10]1[CH:15]=[CH:14][C:13]([O:16][C:17]([F:20])([F:19])[F:18])=[CH:12][CH:11]=1)=[O:8].[N:27]1[CH:32]=[C:31](B(O)O)[CH:30]=[N:29][CH:28]=1.C([O-])([O-])=O.[Na+].[Na+].CCO, predict the reaction product. (2) Given the reactants Cl[C:2]1[C:11]2[C:6](=[CH:7][CH:8]=[CH:9][CH:10]=2)[N:5]=[CH:4][N:3]=1.C[O-].[Na+], predict the reaction product. The product is: [N:5]1[C:6]2[C:11](=[CH:10][CH:9]=[CH:8][CH:7]=2)[CH:2]=[N:3][CH:4]=1. (3) Given the reactants [CH3:1][C:2]1[NH:3][C:4]2[C:9]([C:10]=1[CH2:11][CH2:12][CH3:13])=[CH:8][C:7]([N+:14]([O-:16])=[O:15])=[CH:6][CH:5]=2.[BH4-].[Na+].O.[F:20][C:21]([F:26])([F:25])[C:22](O)=O, predict the reaction product. The product is: [CH3:1][CH:2]1[CH:10]([CH2:11][CH2:12][CH3:13])[C:9]2[C:4](=[CH:5][CH:6]=[C:7]([N+:14]([O-:16])=[O:15])[CH:8]=2)[N:3]1[CH2:22][C:21]([F:26])([F:25])[F:20]. (4) Given the reactants FC(F)(F)S(O[C:7]1[CH:12]=[CH:11][C:10]([CH2:13][C:14]([NH:16][C:17]2[CH:22]=[CH:21][C:20]([N:23]3[CH2:28][CH2:27][N:26]([C:29](=[O:31])[CH3:30])[CH2:25][CH2:24]3)=[CH:19][N:18]=2)=[O:15])=[CH:9][C:8]=1[Cl:32])(=O)=O.[CH3:35][N:36](C=O)C, predict the reaction product. The product is: [C:29]([N:26]1[CH2:25][CH2:24][N:23]([C:20]2[CH:21]=[CH:22][C:17]([NH:16][C:14](=[O:15])[CH2:13][C:10]3[CH:11]=[CH:12][C:7]([C:35]#[N:36])=[C:8]([Cl:32])[CH:9]=3)=[N:18][CH:19]=2)[CH2:28][CH2:27]1)(=[O:31])[CH3:30]. (5) Given the reactants C([O:5][C:6](=[O:33])[CH2:7][N:8]([S:17]([C:20]1[CH:25]=[CH:24][C:23]([O:26][C:27]2[CH:32]=[CH:31][CH:30]=[CH:29][CH:28]=2)=[CH:22][CH:21]=1)(=[O:19])=[O:18])[CH2:9][C:10]([O:12]C(C)(C)C)=[O:11])(C)(C)C, predict the reaction product. The product is: [O:26]([C:23]1[CH:22]=[CH:21][C:20]([S:17]([N:8]([CH2:9][C:10]([OH:12])=[O:11])[CH2:7][C:6]([OH:33])=[O:5])(=[O:19])=[O:18])=[CH:25][CH:24]=1)[C:27]1[CH:32]=[CH:31][CH:30]=[CH:29][CH:28]=1. (6) Given the reactants C([O:8][C:9](=[O:21])[NH:10][C:11]1C=CC2OCC[O:18][C:13]=2[CH:12]=1)C1C=CC=CC=1.[Li][CH2:23]CCC.[C:27]([O:32][CH2:33][C@@H:34]1[O:36][CH2:35]1)(=O)[CH2:28][CH2:29][CH3:30].C([O-])([O-])=O.[Cs+].[Cs+], predict the reaction product. The product is: [O:32]1[C:27]2[CH:28]=[CH:29][C:30]([N:10]3[CH2:11][C@H:12]([CH2:13][OH:18])[O:8][C:9]3=[O:21])=[CH:23][C:35]=2[O:36][CH2:34][CH2:33]1. (7) Given the reactants [OH-].[K+].[CH:3]1([N:8]2[CH2:13][CH2:12][N:11]([C:14]3[CH:19]=[CH:18][C:17]([OH:20])=[CH:16][CH:15]=3)[CH2:10][CH2:9]2)[CH2:7][CH2:6][CH2:5][CH2:4]1.[F:21][C:22]1[CH:29]=[CH:28][C:25]([CH2:26]Cl)=[CH:24][CH:23]=1.C([O-])(O)=O.[Na+], predict the reaction product. The product is: [CH:3]1([N:8]2[CH2:13][CH2:12][N:11]([C:14]3[CH:15]=[CH:16][C:17]([O:20][CH2:26][C:25]4[CH:28]=[CH:29][C:22]([F:21])=[CH:23][CH:24]=4)=[CH:18][CH:19]=3)[CH2:10][CH2:9]2)[CH2:7][CH2:6][CH2:5][CH2:4]1.